Dataset: Forward reaction prediction with 1.9M reactions from USPTO patents (1976-2016). Task: Predict the product of the given reaction. (1) Given the reactants [F:1][C:2]1[CH:3]=[C:4]([C:8]2[CH:9]=[CH:10][C:11](/[CH:14]=[CH:15]/[CH:16]=O)=[N:12][CH:13]=2)[CH:5]=[CH:6][CH:7]=1.[CH3:18][C:19]1([CH3:27])[CH2:26][C:24](=O)[CH2:23][C:21](=[O:22])[CH2:20]1.[NH2:28][C:29]1[NH:33][N:32]=[C:31]([C:34]([O:36][CH2:37][CH3:38])=[O:35])[CH:30]=1, predict the reaction product. The product is: [F:1][C:2]1[CH:3]=[C:4]([C:8]2[CH:9]=[CH:10][C:11](/[CH:14]=[CH:15]/[CH:16]3[C:23]4[C:21](=[O:22])[CH2:20][C:19]([CH3:18])([CH3:27])[CH2:26][C:24]=4[NH:28][C:29]4[NH:33][N:32]=[C:31]([C:34]([O:36][CH2:37][CH3:38])=[O:35])[C:30]3=4)=[N:12][CH:13]=2)[CH:5]=[CH:6][CH:7]=1. (2) Given the reactants C[O:2][CH:3](OC)[CH2:4][N:5]([CH2:16][CH2:17][C:18]1[C:26]2[S:25][C:24](=[O:27])[NH:23][C:22]=2[C:21]([OH:28])=[CH:20][CH:19]=1)[C:6](=[O:15])[O:7][CH2:8][C:9]1[CH:14]=[CH:13][CH:12]=[CH:11][CH:10]=1.Cl.C1(C)C=CC=CC=1, predict the reaction product. The product is: [CH2:8]([O:7][C:6](=[O:15])[N:5]([CH2:16][CH2:17][C:18]1[C:26]2[S:25][C:24](=[O:27])[NH:23][C:22]=2[C:21]([OH:28])=[CH:20][CH:19]=1)[CH2:4][CH:3]=[O:2])[C:9]1[CH:10]=[CH:11][CH:12]=[CH:13][CH:14]=1. (3) Given the reactants [CH3:1][O:2][C:3]1[CH:4]=[C:5]2[C:10](=[CH:11][C:12]=1[O:13][CH3:14])[N:9]=[CH:8][N:7]=[C:6]2[NH:15][C:16]1[CH:17]=[C:18]2[C:22](=[CH:23][CH:24]=1)[N:21](C(OC(C)(C)C)=O)[CH2:20][CH2:19]2.Cl.O1CCOCC1, predict the reaction product. The product is: [NH:21]1[C:22]2[C:18](=[CH:17][C:16]([NH:15][C:6]3[C:5]4[C:10](=[CH:11][C:12]([O:13][CH3:14])=[C:3]([O:2][CH3:1])[CH:4]=4)[N:9]=[CH:8][N:7]=3)=[CH:24][CH:23]=2)[CH2:19][CH2:20]1. (4) Given the reactants Br[C:2]1[CH:3]=[C:4]2[C:8](=[CH:9][CH:10]=1)[NH:7][N:6]=[C:5]2[NH2:11].[CH:12]1([N:15]2[CH2:20][C:19]3([CH2:25][CH2:24][N:23]([S:26]([C:29]4[CH:34]=[CH:33][C:32](B5OC(C)(C)C(C)(C)O5)=[CH:31][CH:30]=4)(=[O:28])=[O:27])[CH2:22][CH2:21]3)[O:18][CH2:17][C:16]2=[O:44])[CH2:14][CH2:13]1, predict the reaction product. The product is: [NH2:11][C:5]1[C:4]2[C:8](=[CH:9][CH:10]=[C:2]([C:32]3[CH:33]=[CH:34][C:29]([S:26]([N:23]4[CH2:24][CH2:25][C:19]5([O:18][CH2:17][C:16](=[O:44])[N:15]([CH:12]6[CH2:13][CH2:14]6)[CH2:20]5)[CH2:21][CH2:22]4)(=[O:28])=[O:27])=[CH:30][CH:31]=3)[CH:3]=2)[NH:7][N:6]=1.